From a dataset of Peptide-MHC class II binding affinity with 134,281 pairs from IEDB. Regression. Given a peptide amino acid sequence and an MHC pseudo amino acid sequence, predict their binding affinity value. This is MHC class II binding data. The peptide sequence is WGKNSCAKNYNCKIL. The MHC is DRB1_1101 with pseudo-sequence DRB1_1101. The binding affinity (normalized) is 0.179.